From a dataset of Forward reaction prediction with 1.9M reactions from USPTO patents (1976-2016). Predict the product of the given reaction. (1) Given the reactants [Cl:1][C:2]1[S:6][C:5]([CH:7]=O)=[CH:4][CH:3]=1.[NH2:9][OH:10].Cl.C([O-])([O-])=O.[Na+].[Na+], predict the reaction product. The product is: [Cl:1][C:2]1[S:6][C:5](/[CH:7]=[N:9]/[OH:10])=[CH:4][CH:3]=1. (2) Given the reactants [F:1][C:2]1[CH:3]=[C:4]([CH:16]=[CH:17][CH:18]=1)[CH2:5][C:6]1[CH:7]=[C:8]([CH:13]=[CH:14][CH:15]=1)[C:9]([O:11]C)=[O:10].[OH-].[Li+], predict the reaction product. The product is: [F:1][C:2]1[CH:3]=[C:4]([CH:16]=[CH:17][CH:18]=1)[CH2:5][C:6]1[CH:7]=[C:8]([CH:13]=[CH:14][CH:15]=1)[C:9]([OH:11])=[O:10]. (3) The product is: [CH:2]([C:6]1[CH:15]=[C:14]2[C:9]([C:10](=[O:22])[C:11]([C:17]([O:19][CH2:20][CH3:21])=[O:18])=[CH:12][N:13]2[CH3:16])=[CH:8][CH:7]=1)=[O:1]. Given the reactants [O:1]1CCO[CH:2]1[C:6]1[CH:15]=[C:14]2[C:9]([C:10](=[O:22])[C:11]([C:17]([O:19][CH2:20][CH3:21])=[O:18])=[CH:12][N:13]2[CH3:16])=[CH:8][CH:7]=1.O, predict the reaction product. (4) Given the reactants [F:1][C:2]1[CH:23]=[CH:22][C:5]([CH2:6][N:7]2[C:11]3=[CH:12][N:13]=[C:14]([C:18](OC)=[O:19])[C:15]([O:16][CH3:17])=[C:10]3[CH:9]=[CH:8]2)=[CH:4][CH:3]=1.FC1C=CC(CN2C3=C[N:36]=[C:37](C(OC)=O)C(O)=C3C=C2)=CC=1.[H-].[Na+].IC.CN(C=[O:54])C, predict the reaction product. The product is: [F:1][C:2]1[CH:23]=[CH:22][C:5]([CH2:6][N:7]2[C:11]3=[CH:12][N:13]=[C:14]([C:18]([N:36]([OH:54])[CH3:37])=[O:19])[C:15]([O:16][CH3:17])=[C:10]3[CH:9]=[CH:8]2)=[CH:4][CH:3]=1.